From a dataset of Forward reaction prediction with 1.9M reactions from USPTO patents (1976-2016). Predict the product of the given reaction. (1) Given the reactants [Cl:1][C:2]1[CH:3]=[C:4]([C:8]2[C:13]3[N:14]([CH2:29][C@H:30]4[CH2:35][CH2:34][C@H:33]([CH3:36])[CH2:32][CH2:31]4)[C:15]([N:17]4[CH2:22][CH2:21][O:20][CH2:19][C@H:18]4[C:23]4[CH:28]=[CH:27][CH:26]=[CH:25][CH:24]=4)=[N:16][C:12]=3[CH:11]=[C:10]([C:37]3[CH:42]=[CH:41][CH:40]=[C:39]([O:43]C)[N:38]=3)[N:9]=2)[CH:5]=[N:6][CH:7]=1.O.C1(C)C=CC(S(O)(=O)=O)=CC=1.[Cl-].[Li+], predict the reaction product. The product is: [Cl:1][C:2]1[CH:3]=[C:4]([C:8]2[C:13]3[N:14]([CH2:29][C@H:30]4[CH2:31][CH2:32][C@H:33]([CH3:36])[CH2:34][CH2:35]4)[C:15]([N:17]4[CH2:22][CH2:21][O:20][CH2:19][C@H:18]4[C:23]4[CH:24]=[CH:25][CH:26]=[CH:27][CH:28]=4)=[N:16][C:12]=3[CH:11]=[C:10]([C:37]3[NH:38][C:39](=[O:43])[CH:40]=[CH:41][CH:42]=3)[N:9]=2)[CH:5]=[N:6][CH:7]=1. (2) Given the reactants [F:1][C:2]([F:13])([F:12])[C:3]1[CH:11]=[CH:10][C:6]([CH:7]=[N:8][OH:9])=[CH:5][CH:4]=1.[CH2:14]([Cl:17])[C:15]#[CH:16].C(N(CC)CC)C, predict the reaction product. The product is: [Cl:17][CH2:14][C:15]1[O:9][N:8]=[C:7]([C:6]2[CH:10]=[CH:11][C:3]([C:2]([F:12])([F:13])[F:1])=[CH:4][CH:5]=2)[CH:16]=1. (3) The product is: [Cl:10][C:11]1[N:16]=[C:15]([NH:9][C:6]2[CH:5]=[C:4]([CH:1]3[CH2:3][CH2:2]3)[NH:8][N:7]=2)[C:14]([Cl:18])=[CH:13][N:12]=1. Given the reactants [CH:1]1([C:4]2[NH:8][N:7]=[C:6]([NH2:9])[CH:5]=2)[CH2:3][CH2:2]1.[Cl:10][C:11]1[N:16]=[C:15](Cl)[C:14]([Cl:18])=[CH:13][N:12]=1.C([O-])([O-])=O.[Na+].[Na+], predict the reaction product. (4) Given the reactants [F:1][C:2]([F:14])([F:13])[O:3][C:4]1[CH:12]=[CH:11][C:7]([C:8](Cl)=[O:9])=[CH:6][CH:5]=1.[CH2:15]([O:17][C:18]([C:20]1[N:21]([C:49]2[CH:54]=[CH:53][C:52]([O:55][CH:56]([CH3:58])[CH3:57])=[CH:51][CH:50]=2)[C:22]2[C:27]([C:28]=1[NH:29][CH2:30][CH2:31][CH2:32][C:33]1[CH:38]=[CH:37][CH:36]=[CH:35][CH:34]=1)=[CH:26][C:25]([C:39]1[CH:44]=[CH:43][C:42]([O:45][CH:46]([CH3:48])[CH3:47])=[CH:41][CH:40]=1)=[CH:24][CH:23]=2)=[O:19])[CH3:16].C([O-])(O)=O.[Na+], predict the reaction product. The product is: [CH2:15]([O:17][C:18]([C:20]1[N:21]([C:49]2[CH:54]=[CH:53][C:52]([O:55][CH:56]([CH3:57])[CH3:58])=[CH:51][CH:50]=2)[C:22]2[C:27]([C:28]=1[N:29]([CH2:30][CH2:31][CH2:32][C:33]1[CH:38]=[CH:37][CH:36]=[CH:35][CH:34]=1)[C:8](=[O:9])[C:7]1[CH:11]=[CH:12][C:4]([O:3][C:2]([F:14])([F:13])[F:1])=[CH:5][CH:6]=1)=[CH:26][C:25]([C:39]1[CH:40]=[CH:41][C:42]([O:45][CH:46]([CH3:48])[CH3:47])=[CH:43][CH:44]=1)=[CH:24][CH:23]=2)=[O:19])[CH3:16]. (5) Given the reactants Cl.[F:2][C:3]([F:17])([F:16])[C:4]1[CH:9]=[CH:8][CH:7]=[CH:6][C:5]=1[CH:10]1[CH2:15][CH2:14][NH:13][CH2:12][CH2:11]1.CCN(CC)CC.Cl[C:26](=[O:32])[C:27]([O:29][CH2:30][CH3:31])=[O:28], predict the reaction product. The product is: [O:32]=[C:26]([N:13]1[CH2:12][CH2:11][CH:10]([C:5]2[CH:6]=[CH:7][CH:8]=[CH:9][C:4]=2[C:3]([F:2])([F:16])[F:17])[CH2:15][CH2:14]1)[C:27]([O:29][CH2:30][CH3:31])=[O:28]. (6) Given the reactants Cl.I[C:3]1[CH:4]=[C:5]2[C:10](=[CH:11][CH:12]=1)[N:9]([CH2:13][C@H:14]1[CH2:18][CH2:17][NH:16][CH2:15]1)[CH:8]=[C:7]([C:19]([O:21][CH2:22][CH3:23])=[O:20])[C:6]2=[O:24].[CH2:25]([NH:27][C:28]([NH:30][C:31]1[CH:36]=[C:35]([C:37]2[S:38][CH:39]=[C:40]([C:42]([F:45])([F:44])[F:43])[N:41]=2)[C:34](B2OC(C)(C)C(C)(C)O2)=[CH:33][N:32]=1)=[O:29])[CH3:26].C(=O)(O)[O-].[Na+], predict the reaction product. The product is: [CH2:25]([NH:27][C:28](=[O:29])[NH:30][C:31]1[N:32]=[CH:33][C:34]([C:3]2[CH:4]=[C:5]3[C:10](=[CH:11][CH:12]=2)[N:9]([CH2:13][C@H:14]2[CH2:18][CH2:17][NH:16][CH2:15]2)[CH:8]=[C:7]([C:19]([O:21][CH2:22][CH3:23])=[O:20])[C:6]3=[O:24])=[C:35]([C:37]2[S:38][CH:39]=[C:40]([C:42]([F:45])([F:44])[F:43])[N:41]=2)[CH:36]=1)[CH3:26]. (7) Given the reactants [C:1]([C:3]1[CH:4]=[CH:5][C:6]([O:31]C)=[C:7]([S:9]([NH:12][CH2:13][CH2:14][C:15]2[CH:27]=[CH:26][C:25]([CH:28]([CH3:30])[CH3:29])=[CH:24][C:16]=2[O:17][CH2:18][C:19]([O:21][CH2:22][CH3:23])=[O:20])(=[O:11])=[O:10])[CH:8]=1)#[N:2].[Cl-].[Li+], predict the reaction product. The product is: [C:1]([C:3]1[CH:4]=[CH:5][C:6]([OH:31])=[C:7]([S:9]([NH:12][CH2:13][CH2:14][C:15]2[CH:27]=[CH:26][C:25]([CH:28]([CH3:30])[CH3:29])=[CH:24][C:16]=2[O:17][CH2:18][C:19]([O:21][CH2:22][CH3:23])=[O:20])(=[O:10])=[O:11])[CH:8]=1)#[N:2]. (8) Given the reactants [CH2:1]([N:3]1[CH2:8][CH2:7][NH:6][CH2:5][CH2:4]1)[CH3:2].C(N(CC)CC)C.[C:16]([O:19][C@H:20]1[CH2:37][CH2:36][C@@:35]2([CH3:38])[C@@H:22]([CH2:23][CH2:24][C@:25]3([CH3:50])[C@@H:34]2[CH2:33][CH2:32][C@H:31]2[C@@:26]3([CH3:49])[CH2:27][CH2:28][C@@:29]3([C:46](Cl)=[O:47])[CH2:41][CH2:40][C@@H:39]([C:42]4([CH3:45])[CH2:44][CH2:43]4)[C@@H:30]32)[C:21]1([CH3:52])[CH3:51])(=[O:18])[CH3:17], predict the reaction product. The product is: [C:16]([O:19][C@H:20]1[CH2:37][CH2:36][C@@:35]2([CH3:38])[C@@H:22]([CH2:23][CH2:24][C@:25]3([CH3:50])[C@@H:34]2[CH2:33][CH2:32][C@H:31]2[C@@:26]3([CH3:49])[CH2:27][CH2:28][C@@:29]3([C:46]([N:6]4[CH2:7][CH2:8][N:3]([CH2:1][CH3:2])[CH2:4][CH2:5]4)=[O:47])[CH2:41][CH2:40][C@@H:39]([C:42]4([CH3:45])[CH2:44][CH2:43]4)[C@@H:30]32)[C:21]1([CH3:52])[CH3:51])(=[O:18])[CH3:17]. (9) Given the reactants [ClH:1].Cl.C(O[N:6]=[CH:7][C:8]1[CH:9]=[C:10]2[C:14](=[CH:15][CH:16]=1)[NH:13][N:12]=[C:11]2[C:17]1[CH:18]=[C:19]([C:23]([NH:25][C:26]2[CH:31]=[CH:30][C:29]([F:32])=[CH:28][CH:27]=2)=[O:24])[CH:20]=[CH:21][CH:22]=1)C.[NH2:33][NH:34][C:35](=O)[CH2:36][N:37]([CH3:39])[CH3:38].C[O-].[Na+].Cl, predict the reaction product. The product is: [ClH:1].[ClH:1].[CH3:38][N:37]([CH2:36][C:35]1[N:6]=[C:7]([C:8]2[CH:9]=[C:10]3[C:14](=[CH:15][CH:16]=2)[NH:13][N:12]=[C:11]3[C:17]2[CH:18]=[C:19]([C:23]([NH:25][C:26]3[CH:27]=[CH:28][C:29]([F:32])=[CH:30][CH:31]=3)=[O:24])[CH:20]=[CH:21][CH:22]=2)[NH:33][N:34]=1)[CH3:39]. (10) The product is: [N:1]([CH:4]1[CH2:9][CH2:8][N:7]([C:10]([O:12][C:13]([CH3:15])([CH3:14])[CH3:16])=[O:11])[CH2:6][CH:5]1[OH:17])=[N+:2]=[N-:3]. Given the reactants [N:1]([CH:4]1[CH2:9][CH2:8][N:7]([C:10]([O:12][C:13]([CH3:16])([CH3:15])[CH3:14])=[O:11])[CH2:6][C:5]1=[O:17])=[N+:2]=[N-:3].C1COCC1.CCC(C)[BH-](C(C)CC)C(C)CC.[Li+].[NH4+].[Cl-], predict the reaction product.